Dataset: Tyrosyl-DNA phosphodiesterase HTS with 341,365 compounds. Task: Binary Classification. Given a drug SMILES string, predict its activity (active/inactive) in a high-throughput screening assay against a specified biological target. (1) The compound is S(=O)(=O)(NC(Cc1ccccc1)C(=O)Nc1c(cc(cc1)C)C)c1cc2c(n(c(=O)n(c2=O)C)C)cc1. The result is 0 (inactive). (2) The compound is O=C(N1CCc2c1cccc2)CCCN1C(=O)c2c(C1=O)cccc2. The result is 0 (inactive). (3) The compound is S(=O)(=O)(N1CC(CCC1)C(=O)Nc1ncc(cc1)C)c1cc2oc(=O)n(c2cc1)C. The result is 0 (inactive). (4) The drug is s1c2c(=O)n(CC3CCC(CC3)C(=O)N3CCCCC3)c(=O)n(c2cc1)Cc1ccccc1. The result is 0 (inactive). (5) The drug is S=c1nc([nH]c2c1cccc2)c1ccccc1. The result is 0 (inactive). (6) The drug is Clc1c(nc(SCc2ccc(cc2)C)nc1)C(=O)NCc1ccc(OC)cc1. The result is 0 (inactive).